From a dataset of Catalyst prediction with 721,799 reactions and 888 catalyst types from USPTO. Predict which catalyst facilitates the given reaction. (1) Reactant: N1(CC[C:8]([NH:10][NH:11][C:12](=[O:28])[C:13]2[CH:18]=[CH:17][N:16]=[CH:15][C:14]=2[NH:19][C:20]2[CH:25]=[CH:24][C:23]([I:26])=[CH:22][C:21]=2[F:27])=O)CCCC1.[C:46]1(P([C:42]2[CH:47]=[CH:46][CH:45]=CC=2)[C:46]2[CH:45]=CC=[CH:42][CH:47]=2)[CH:45]=CC=[CH:42][CH:47]=1. The catalyst class is: 44. Product: [F:27][C:21]1[CH:22]=[C:23]([I:26])[CH:24]=[CH:25][C:20]=1[NH:19][C:14]1[CH:15]=[N:16][CH:17]=[CH:18][C:13]=1[C:12]1[O:28][C:8]([NH:16][CH2:15][CH2:14][N:19]2[CH2:45][CH2:46][CH2:47][CH2:42]2)=[N:10][N:11]=1. (2) Reactant: [C:1]([N:4]([CH2:26][C@@H:27]1[O:31][C:30](=[O:32])[N:29]([C:33]2[CH:38]=[CH:37][C:36]([N:39]3[CH2:46][C:45]4[C:41](=[N:42][N:43]([CH3:47])[CH:44]=4)[CH2:40]3)=[C:35]([F:48])[CH:34]=2)[CH2:28]1)[C:5]([O:7][CH2:8][O:9][C:10](=[O:25])[CH2:11][O:12][P:13]([O:20]C(C)(C)C)([O:15]C(C)(C)C)=[O:14])=[O:6])(=[O:3])[CH3:2].Cl.C(OCC)C. Product: [C:1]([N:4]([CH2:26][C@@H:27]1[O:31][C:30](=[O:32])[N:29]([C:33]2[CH:38]=[CH:37][C:36]([N:39]3[CH2:46][C:45]4[C:41](=[N:42][N:43]([CH3:47])[CH:44]=4)[CH2:40]3)=[C:35]([F:48])[CH:34]=2)[CH2:28]1)[C:5]([O:7][CH2:8][O:9][C:10](=[O:25])[CH2:11][O:12][P:13]([OH:20])([OH:15])=[O:14])=[O:6])(=[O:3])[CH3:2]. The catalyst class is: 4. (3) Reactant: [CH2:1]([O:8][CH:9]1[CH2:15][CH2:14][CH:13]=[CH:12][O:11][CH2:10]1)[C:2]1[CH:7]=[CH:6][CH:5]=[CH:4][CH:3]=1.B(O[O-])=[O:17].O.[Na+].O. Product: [CH2:1]([O:8][CH:9]1[CH2:10][O:11][CH2:12][CH:13]([OH:17])[CH2:14][CH2:15]1)[C:2]1[CH:3]=[CH:4][CH:5]=[CH:6][CH:7]=1. The catalyst class is: 56. (4) Reactant: [Cl:1][C:2]1[N:3]=[CH:4][C:5]2[NH:14][C:13](=[O:15])[CH2:12][C@@H:11]3[N:7]([CH2:8][CH2:9][CH2:10]3)[C:6]=2[N:16]=1.[C:17](=O)([O-])[O-].[Cs+].[Cs+].IC. Product: [Cl:1][C:2]1[N:3]=[CH:4][C:5]2[N:14]([CH3:17])[C:13](=[O:15])[CH2:12][C@@H:11]3[N:7]([CH2:8][CH2:9][CH2:10]3)[C:6]=2[N:16]=1. The catalyst class is: 9. (5) Reactant: Br[C:2]1[C:3]([C:9]([F:12])([F:11])[F:10])=[CH:4][C:5]([NH2:8])=[N:6][CH:7]=1.[B:13]1([B:13]2[O:17][C:16]([CH3:19])([CH3:18])[C:15]([CH3:21])([CH3:20])[O:14]2)[O:17][C:16]([CH3:19])([CH3:18])[C:15]([CH3:21])([CH3:20])[O:14]1.CC([O-])=O.[K+].C(Cl)Cl. Product: [CH3:20][C:15]1([CH3:21])[C:16]([CH3:19])([CH3:18])[O:17][B:13]([C:2]2[C:3]([C:9]([F:12])([F:11])[F:10])=[CH:4][C:5]([NH2:8])=[N:6][CH:7]=2)[O:14]1. The catalyst class is: 12. (6) Reactant: S(Cl)([Cl:3])=O.[Cl:5][C:6]1[C:10]([Cl:11])=[C:9]([C:12]([OH:14])=O)[S:8][N:7]=1. Product: [Cl:5][C:6]1[C:10]([Cl:11])=[C:9]([C:12]([Cl:3])=[O:14])[S:8][N:7]=1. The catalyst class is: 9.